Dataset: Full USPTO retrosynthesis dataset with 1.9M reactions from patents (1976-2016). Task: Predict the reactants needed to synthesize the given product. (1) Given the product [Br:19][C:20]1[CH:25]=[CH:24][C:23]([N:26]2[C:1]([C:4]3[CH:9]=[CH:8][N:7]=[CH:6][CH:5]=3)=[CH:2][CH:13]=[N:11]2)=[CH:22][CH:21]=1, predict the reactants needed to synthesize it. The reactants are: [C:1]([C:4]1[CH:9]=[CH:8][N:7]=[CH:6][CH:5]=1)(=O)[CH3:2].C[N:11]([CH:13](OC)OC)C.Cl.[Br:19][C:20]1[CH:25]=[CH:24][C:23]([NH:26]N)=[CH:22][CH:21]=1.C(O)(=O)C.C([O-])(O)=O.[Na+]. (2) Given the product [CH3:11][C:6]1[C:3]([C:4]#[N:5])=[CH:2][N:9]=[CH:8][CH:7]=1, predict the reactants needed to synthesize it. The reactants are: Cl[C:2]1[N:9]=[C:8](Cl)[CH:7]=[C:6]([CH3:11])[C:3]=1[C:4]#[N:5].C([O-])(=O)C.[Na+].